From a dataset of Full USPTO retrosynthesis dataset with 1.9M reactions from patents (1976-2016). Predict the reactants needed to synthesize the given product. (1) The reactants are: [Cl:1][C:2]1[CH:3]=[CH:4][C:5]([O:26]C)=[C:6]2[C:10]=1[N:9]([C:11]1[CH:16]=[CH:15][C:14]([O:17]CC3C=CC=CC=3)=[C:13]([F:25])[CH:12]=1)[N:8]=[CH:7]2.B(Br)(Br)Br. Given the product [Cl:1][C:2]1[C:10]2[N:9]([C:11]3[CH:16]=[CH:15][C:14]([OH:17])=[C:13]([F:25])[CH:12]=3)[N:8]=[CH:7][C:6]=2[C:5]([OH:26])=[CH:4][CH:3]=1, predict the reactants needed to synthesize it. (2) Given the product [Cl:1][C:2]1[C:7]([C:8]2[CH:13]=[CH:12][CH:11]=[CH:10][CH:9]=2)=[N:6][N:5]=[C:4]2[N:14]([CH2:18][C:19]([N:21]3[CH2:25][CH2:24][C@@H:23]([F:26])[CH2:22]3)=[O:20])[N:15]=[C:16]([C:31]3[CH:32]=[CH:33][C:28]([F:27])=[CH:29][CH:30]=3)[C:3]=12, predict the reactants needed to synthesize it. The reactants are: [Cl:1][C:2]1[C:7]([C:8]2[CH:13]=[CH:12][CH:11]=[CH:10][CH:9]=2)=[N:6][N:5]=[C:4]2[N:14]([CH2:18][C:19]([N:21]3[CH2:25][CH2:24][C@@H:23]([F:26])[CH2:22]3)=[O:20])[N:15]=[C:16](I)[C:3]=12.[F:27][C:28]1[CH:33]=[CH:32][C:31](B(O)O)=[CH:30][CH:29]=1.[O-]P([O-])([O-])=O.[K+].[K+].[K+]. (3) Given the product [C:1]([O-:4])(=[O:3])[CH3:2].[C:5]([O-:8])(=[O:7])[CH3:6].[C:9]([O-:12])(=[O:11])[CH3:10].[CH3:25][O:24][C:18]1[CH:23]=[CH:22][C:21]([Pb+3:17])=[CH:20][CH:19]=1, predict the reactants needed to synthesize it. The reactants are: [C:1]([O-:4])(=[O:3])[CH3:2].[C:5]([O-:8])(=[O:7])[CH3:6].[C:9]([O-:12])(=[O:11])[CH3:10].C([O-])(=O)C.[Pb+4:17].[C:18]1([O:24][CH3:25])[CH:23]=[CH:22][CH:21]=[CH:20][CH:19]=1. (4) Given the product [N:10]([CH2:13][CH2:14][S:15][C:16]1[CH:21]=[C:20]([C:22]([C:2]2[N:3]=[CH:4][N:5]3[CH:9]=[CH:8][S:7][C:6]=23)=[O:23])[CH:19]=[N:18][CH:17]=1)=[N+:11]=[N-:12], predict the reactants needed to synthesize it. The reactants are: I[C:2]1[N:3]=[CH:4][N:5]2[CH:9]=[CH:8][S:7][C:6]=12.[N:10]([CH2:13][CH2:14][S:15][C:16]1[CH:17]=[N:18][CH:19]=[C:20]([CH:22]=[O:23])[CH:21]=1)=[N+:11]=[N-:12]. (5) Given the product [Br:19][C:18]1[C:11]([NH:10][C:5]2[CH2:6][N:2]([CH3:1])[C:3](=[O:9])[CH:4]=2)=[C:12]([CH:15]=[CH:16][C:17]=1[F:20])[C:13]#[N:14], predict the reactants needed to synthesize it. The reactants are: [CH3:1][N:2]1[CH2:6][C:5](OC)=[CH:4][C:3]1=[O:9].[NH2:10][C:11]1[C:18]([Br:19])=[C:17]([F:20])[CH:16]=[CH:15][C:12]=1[C:13]#[N:14].CS(O)(=O)=O. (6) Given the product [CH2:19]([O:26][C:27]([N:29]1[CH2:33][C@@H:32]([S:34][CH3:35])[CH2:31][C@H:30]1[CH2:36][OH:37])=[O:28])[C:20]1[CH:25]=[CH:24][CH:23]=[CH:22][CH:21]=1, predict the reactants needed to synthesize it. The reactants are: [F-].C([N+](CCCC)(CCCC)CCCC)CCC.[CH2:19]([O:26][C:27]([N:29]1[CH2:33][C@@H:32]([S:34][CH3:35])[CH2:31][C@H:30]1[CH2:36][O:37][Si](C(C)(C)C)(C)C)=[O:28])[C:20]1[CH:25]=[CH:24][CH:23]=[CH:22][CH:21]=1. (7) The reactants are: [Cl:1][C:2]1[CH:6]=[N:5][N:4]([CH3:7])[C:3]=1[C:8]1[CH:9]=[C:10]([NH2:16])[CH:11]=[CH:12][C:13]=1[O:14][CH3:15].[F:17][C:18]1[CH:19]=[C:20]([N:25]=[C:26]=[O:27])[CH:21]=[CH:22][C:23]=1[F:24]. Given the product [Cl:1][C:2]1[CH:6]=[N:5][N:4]([CH3:7])[C:3]=1[C:8]1[CH:9]=[C:10]([NH:16][C:26]([NH:25][C:20]2[CH:21]=[CH:22][C:23]([F:24])=[C:18]([F:17])[CH:19]=2)=[O:27])[CH:11]=[CH:12][C:13]=1[O:14][CH3:15], predict the reactants needed to synthesize it.